The task is: Predict which catalyst facilitates the given reaction.. This data is from Catalyst prediction with 721,799 reactions and 888 catalyst types from USPTO. Reactant: [Cl:1][C:2]1[CH:3]=[C:4]([N:32]2[CH2:37][CH2:36][O:35][CH2:34][CH2:33]2)[C:5]2[N:6]([C:8]([C:26]3[CH:27]=[N:28][CH:29]=[CH:30][CH:31]=3)=[C:9](/[CH:11]=[CH:12]/[C:13]3[CH:22]=[CH:21][C:20]4[C:19]([C:23]([OH:25])=[O:24])=[CH:18][CH:17]=[CH:16][C:15]=4[N:14]=3)[N:10]=2)[N:7]=1.C[O-].[Na+:40]. Product: [Na+:40].[Cl:1][C:2]1[CH:3]=[C:4]([N:32]2[CH2:33][CH2:34][O:35][CH2:36][CH2:37]2)[C:5]2[N:6]([C:8]([C:26]3[CH:27]=[N:28][CH:29]=[CH:30][CH:31]=3)=[C:9](/[CH:11]=[CH:12]/[C:13]3[CH:22]=[CH:21][C:20]4[C:19]([C:23]([O-:25])=[O:24])=[CH:18][CH:17]=[CH:16][C:15]=4[N:14]=3)[N:10]=2)[N:7]=1. The catalyst class is: 5.